From a dataset of Rat liver microsome stability data. Regression/Classification. Given a drug SMILES string, predict its absorption, distribution, metabolism, or excretion properties. Task type varies by dataset: regression for continuous measurements (e.g., permeability, clearance, half-life) or binary classification for categorical outcomes (e.g., BBB penetration, CYP inhibition). Dataset: rlm. The drug is COc1cccc(CNc2ccc(S(=O)(=O)Nc3ccc(C)nc3)cc2)c1O. The result is 1 (stable in rat liver microsomes).